Task: Regression. Given a peptide amino acid sequence and an MHC pseudo amino acid sequence, predict their binding affinity value. This is MHC class I binding data.. Dataset: Peptide-MHC class I binding affinity with 185,985 pairs from IEDB/IMGT The peptide sequence is GVNKQTAMK. The MHC is HLA-A03:01 with pseudo-sequence HLA-A03:01. The binding affinity (normalized) is 0.409.